This data is from Reaction yield outcomes from USPTO patents with 853,638 reactions. The task is: Predict the reaction yield, written as a fraction of the theoretical maximum amount of product (1.0 means a 100% yield; for example, 0.34 means a 34% yield). (1) The reactants are [OH:1][CH2:2][CH2:3][CH2:4][CH2:5][CH2:6][CH2:7][CH2:8][CH2:9][CH2:10][CH2:11][CH2:12][CH2:13][CH:14]([C:20]([O:22][CH2:23][CH3:24])=[O:21])[C:15]([O:17][CH2:18][CH3:19])=[O:16].C1C=C[NH+]=CC=1.[O-][Cr](Cl)(=O)=O. The catalyst is C(Cl)Cl. The product is [O:1]=[CH:2][CH2:3][CH2:4][CH2:5][CH2:6][CH2:7][CH2:8][CH2:9][CH2:10][CH2:11][CH2:12][CH2:13][CH:14]([C:15]([O:17][CH2:18][CH3:19])=[O:16])[C:20]([O:22][CH2:23][CH3:24])=[O:21]. The yield is 0.730. (2) The yield is 0.390. The product is [Br:1][C:2]1[CH:3]=[C:4]([N:8]2[C:16]3[CH:15]=[C:14]([O:23][CH3:22])[N:13]=[CH:12][C:11]=3[C:10]([C:18]([OH:20])=[O:19])=[N:9]2)[CH:5]=[CH:6][CH:7]=1. The reactants are [Br:1][C:2]1[CH:3]=[C:4]([N:8]2[C:16]3[CH:15]=[C:14](Cl)[N:13]=[CH:12][C:11]=3[C:10]([C:18]([O:20]C)=[O:19])=[N:9]2)[CH:5]=[CH:6][CH:7]=1.[CH3:22][O-:23].[Na+].CO.Cl. The catalyst is CN(C=O)C. (3) The reactants are [CH3:1][C:2]1[S:3][C:4]([C:7]([OH:9])=[O:8])=[CH:5][N:6]=1.[Li]CCCC.[F:15][C:16]1[CH:17]=[CH:18][C:19]([C:22]2[C:26]([CH:27]=[O:28])=[C:25]([CH3:29])[O:24][N:23]=2)=[N:20][CH:21]=1. The catalyst is C1COCC1. The product is [F:15][C:16]1[CH:17]=[CH:18][C:19]([C:22]2[C:26]([CH:27]([OH:28])[CH2:1][C:2]3[S:3][C:4]([C:7]([OH:9])=[O:8])=[CH:5][N:6]=3)=[C:25]([CH3:29])[O:24][N:23]=2)=[N:20][CH:21]=1. The yield is 0.660. (4) The reactants are [CH2:1]([O:8][C:9](=[O:23])[NH:10][CH2:11][CH2:12][O:13][C:14]1[CH:19]=[CH:18][C:17]([C:20](=[O:22])[CH3:21])=[CH:16][CH:15]=1)[C:2]1[CH:7]=[CH:6][CH:5]=[CH:4][CH:3]=1.[Br-:24].[Br-].[Br-].C([N+](CCCC)(CCCC)CCCC)CCC.C([N+](CCCC)(CCCC)CCCC)CCC.C([N+](CCCC)(CCCC)CCCC)CCC. The catalyst is C(Cl)Cl.CO. The product is [CH2:1]([O:8][C:9](=[O:23])[NH:10][CH2:11][CH2:12][O:13][C:14]1[CH:19]=[CH:18][C:17]([C:20](=[O:22])[CH2:21][Br:24])=[CH:16][CH:15]=1)[C:2]1[CH:7]=[CH:6][CH:5]=[CH:4][CH:3]=1. The yield is 0.900.